From a dataset of Forward reaction prediction with 1.9M reactions from USPTO patents (1976-2016). Predict the product of the given reaction. (1) Given the reactants C(C1C=C(C=CC=1)OC1OC=C(C(OCC)=O)N=1)(C)(C)C.[CH3:22][O:23][C:24]1[CH:25]=[CH:26][C:27]([CH3:31])=[C:28]([OH:30])[CH:29]=1.Br[C:33]1[S:34][CH:35]=[C:36]([C:38]([NH:40][C:41]2[C:42]([O:63][CH3:64])=[N:43][C:44]([NH:49][CH2:50][CH2:51][N:52]([CH:60]([CH3:62])[CH3:61])[C:53](=[O:59])[O:54][C:55]([CH3:58])([CH3:57])[CH3:56])=[N:45][C:46]=2[O:47][CH3:48])=[O:39])[N:37]=1, predict the reaction product. The product is: [CH3:48][O:47][C:46]1[C:41]([NH:40][C:38]([C:36]2[N:37]=[C:33]([O:30][C:28]3[CH:29]=[C:24]([O:23][CH3:22])[CH:25]=[CH:26][C:27]=3[CH3:31])[S:34][CH:35]=2)=[O:39])=[C:42]([O:63][CH3:64])[N:43]=[C:44]([NH:49][CH2:50][CH2:51][N:52]([CH:60]([CH3:62])[CH3:61])[C:53](=[O:59])[O:54][C:55]([CH3:56])([CH3:57])[CH3:58])[N:45]=1. (2) Given the reactants [F:1][C:2]([F:13])([F:12])[C:3]1[CH:4]=[C:5]([CH:7]=[CH:8][C:9]=1[CH:10]=[CH2:11])[NH2:6].[OH:14]O, predict the reaction product. The product is: [OH:14][CH2:11][CH2:10][C:9]1[CH:8]=[CH:7][C:5]([NH2:6])=[CH:4][C:3]=1[C:2]([F:12])([F:13])[F:1]. (3) Given the reactants Br.C(O[C:7]([NH:9][NH:10][CH:11]1[CH2:21][CH2:20][C:14]2([NH:18][C:17](=[O:19])[CH2:16][CH2:15]2)[CH2:13][CH2:12]1)=O)(C)(C)C.[Br:22][CH:23](C=O)[CH:24]=O.[OH-].[Na+], predict the reaction product. The product is: [Br:22][C:23]1[CH:7]=[N:9][N:10]([CH:11]2[CH2:12][CH2:13][C:14]3([NH:18][C:17](=[O:19])[CH2:16][CH2:15]3)[CH2:20][CH2:21]2)[CH:24]=1. (4) Given the reactants [C:1]([O:5][C:6]([NH:8][CH2:9][C:10]([OH:12])=O)=[O:7])([CH3:4])([CH3:3])[CH3:2].O.[OH:14][N:15]1C2C=CC=CC=2N=N1.Cl.CN(C)CCCN=C=NCC.C(O[C:39]([CH:41]1[CH2:46][NH:45][CH2:44][CH2:43][N:42]1[S:47]([C:50]1[CH:55]=[CH:54][C:53]([O:56][CH2:57][C:58]#[C:59][CH3:60])=[CH:52][CH:51]=1)(=[O:49])=[O:48])=[O:40])C, predict the reaction product. The product is: [C:1]([O:5][C:6](=[O:7])[NH:8][CH2:9][C:10]([N:45]1[CH2:44][CH2:43][N:42]([S:47]([C:50]2[CH:51]=[CH:52][C:53]([O:56][CH2:57][C:58]#[C:59][CH3:60])=[CH:54][CH:55]=2)(=[O:49])=[O:48])[CH:41]([C:39](=[O:40])[NH:15][OH:14])[CH2:46]1)=[O:12])([CH3:2])([CH3:3])[CH3:4]. (5) Given the reactants C(Cl)Cl.[Br:4][C:5]1[C:14]2[C:9](=[CH:10][CH:11]=[CH:12][CH:13]=2)[C:8](I)=[N:7][CH:6]=1.C([Mg]Cl)(C)C.CN([CH:24]=[O:25])C, predict the reaction product. The product is: [Br:4][C:5]1[C:14]2[C:9](=[CH:10][CH:11]=[CH:12][CH:13]=2)[C:8]([CH:24]=[O:25])=[N:7][CH:6]=1. (6) Given the reactants [NH2:1][C:2]1[CH:3]=[C:4]([CH:15]=[CH:16][C:17]=1[NH2:18])[C:5]([NH:7][C:8]1[CH:13]=[CH:12][CH:11]=[C:10]([Cl:14])[CH:9]=1)=[O:6].[CH3:19][C:20]1[CH:27]=[CH:26][CH:25]=[C:24]([CH3:28])[C:21]=1[CH:22]=O, predict the reaction product. The product is: [Cl:14][C:10]1[CH:9]=[C:8]([NH:7][C:5]([C:4]2[CH:15]=[CH:16][C:17]3[N:18]=[C:22]([C:21]4[C:24]([CH3:28])=[CH:25][CH:26]=[CH:27][C:20]=4[CH3:19])[NH:1][C:2]=3[CH:3]=2)=[O:6])[CH:13]=[CH:12][CH:11]=1. (7) Given the reactants [CH3:1][N:2]([CH2:4][C:5]1[N:9]2[CH:10]=[C:11]([N:24]3[CH:29]=[CH:28][CH:27]=[CH:26][C:25]3=[O:30])[CH:12]=[C:13]([NH:14][CH2:15][C:16]3[C:21]([CH3:22])=[CH:20][CH:19]=[CH:18][C:17]=3[CH3:23])[C:8]2=[N:7][C:6]=1[CH3:31])[CH3:3].[I:32][CH3:33], predict the reaction product. The product is: [I-:32].[CH3:22][C:21]1[CH:20]=[CH:19][CH:18]=[C:17]([CH3:23])[C:16]=1[CH2:15][NH:14][C:13]1[C:8]2[N:9]([C:5]([CH2:4][N+:2]([CH3:33])([CH3:3])[CH3:1])=[C:6]([CH3:31])[N:7]=2)[CH:10]=[C:11]([N:24]2[CH:29]=[CH:28][CH:27]=[CH:26][C:25]2=[O:30])[CH:12]=1. (8) Given the reactants [Cl:1][C:2]1[CH:3]=[C:4]([N:10]2[C:14]3=[N:15][CH:16]=[C:17]([C:18]([NH:20][C:21]4([C:24]([OH:26])=O)[CH2:23][CH2:22]4)=[O:19])[N:13]3[C@:12]([CH3:39])([CH2:27][C:28]3[CH:33]=[CH:32][C:31]([O:34][C:35]([F:38])([F:37])[F:36])=[CH:30][CH:29]=3)[C:11]2=[O:40])[CH:5]=[C:6]([Cl:9])[C:7]=1[F:8].Cl.[CH3:42][N:43]1[CH:47]=[C:46]([C:48]2[CH:49]=[N:50][C:51]([C:54]3([NH2:57])[CH2:56][CH2:55]3)=[N:52][CH:53]=2)[CH:45]=[N:44]1.C(N(C(C)C)CC)(C)C.CN(C(ON1N=NC2C=CC=NC1=2)=[N+](C)C)C.F[P-](F)(F)(F)(F)F, predict the reaction product. The product is: [CH3:42][N:43]1[CH:47]=[C:46]([C:48]2[CH:53]=[N:52][C:51]([C:54]3([NH:57][C:24]([C:21]4([NH:20][C:18]([C:17]5[N:13]6[C@:12]([CH3:39])([CH2:27][C:28]7[CH:33]=[CH:32][C:31]([O:34][C:35]([F:37])([F:36])[F:38])=[CH:30][CH:29]=7)[C:11](=[O:40])[N:10]([C:4]7[CH:5]=[C:6]([Cl:9])[C:7]([F:8])=[C:2]([Cl:1])[CH:3]=7)[C:14]6=[N:15][CH:16]=5)=[O:19])[CH2:23][CH2:22]4)=[O:26])[CH2:56][CH2:55]3)=[N:50][CH:49]=2)[CH:45]=[N:44]1. (9) Given the reactants [F:1][C:2]([F:19])([F:18])[C:3]1[CH:8]=[CH:7][CH:6]=[CH:5][C:4]=1[C:9]1[CH:10]=[C:11]2[C:15](=[CH:16][CH:17]=1)[CH2:14][NH:13][CH2:12]2.[F:20][C:21]1[CH:31]=[C:30]([N+:32]([O-:34])=[O:33])[CH:29]=[CH:28][C:22]=1[O:23][CH2:24][CH:25]1[CH2:27][O:26]1, predict the reaction product. The product is: [F:20][C:21]1[CH:31]=[C:30]([N+:32]([O-:34])=[O:33])[CH:29]=[CH:28][C:22]=1[O:23][CH2:24][CH:25]([OH:26])[CH2:27][N:13]1[CH2:12][C:11]2[C:15](=[CH:16][CH:17]=[C:9]([C:4]3[CH:5]=[CH:6][CH:7]=[CH:8][C:3]=3[C:2]([F:1])([F:18])[F:19])[CH:10]=2)[CH2:14]1.